Dataset: Forward reaction prediction with 1.9M reactions from USPTO patents (1976-2016). Task: Predict the product of the given reaction. (1) Given the reactants [Br:1][C:2]1[N:7]=[C:6]([N:8]([CH2:12][C:13]2[CH:18]=[CH:17][C:16]([C:19]3[CH:24]=[CH:23][CH:22]=[CH:21][CH:20]=3)=[CH:15][C:14]=2[Cl:25])C(=O)C)[C:5]([N+:26]([O-:28])=[O:27])=[CH:4][CH:3]=1.[OH-].[Na+].Cl.O, predict the reaction product. The product is: [Br:1][C:2]1[N:7]=[C:6]([NH:8][CH2:12][C:13]2[CH:18]=[CH:17][C:16]([C:19]3[CH:24]=[CH:23][CH:22]=[CH:21][CH:20]=3)=[CH:15][C:14]=2[Cl:25])[C:5]([N+:26]([O-:28])=[O:27])=[CH:4][CH:3]=1. (2) Given the reactants [Cl:1][C:2]1[CH:11]=[CH:10][CH:9]=[C:8]([CH:12]2[CH2:15][CH2:14][CH2:13]2)[C:3]=1[C:4]([O:6]C)=[O:5].[OH-].[K+].Cl, predict the reaction product. The product is: [Cl:1][C:2]1[CH:11]=[CH:10][CH:9]=[C:8]([CH:12]2[CH2:13][CH2:14][CH2:15]2)[C:3]=1[C:4]([OH:6])=[O:5]. (3) Given the reactants Br[C:2]1[N:7]=[C:6]([CH2:8][NH:9][C@H:10]([CH:13]([CH3:15])[CH3:14])[CH2:11][OH:12])[C:5]([F:16])=[CH:4][CH:3]=1.[F:17][C:18]1[C:23]([F:24])=[C:22]([F:25])[CH:21]=[CH:20][C:19]=1B(O)O.C([O-])([O-])=O.[Cs+].[Cs+].[O-]P([O-])([O-])=O.[O-]P([O-])([O-])=O.[Ca+2].[Ca+2].[Ca+2], predict the reaction product. The product is: [F:16][C:5]1[C:6]([CH2:8][NH:9][C@H:10]([CH:13]([CH3:15])[CH3:14])[CH2:11][OH:12])=[N:7][C:2]([C:21]2[CH:20]=[CH:19][C:18]([F:17])=[C:23]([F:24])[C:22]=2[F:25])=[CH:3][CH:4]=1. (4) Given the reactants [OH:1][C:2]1[CH:3]=[C:4]([CH:9]=[C:10]([O:12][CH2:13][C:14]2[CH:19]=[CH:18][CH:17]=[CH:16][CH:15]=2)[CH:11]=1)[C:5]([O:7][CH3:8])=[O:6].C1(P(C2C=CC=CC=2)C2C=CC=CC=2)C=CC=CC=1.[CH3:39][O:40][CH2:41][C@H:42](O)[CH3:43].CC(OC(/N=N/C(OC(C)C)=O)=O)C, predict the reaction product. The product is: [CH3:39][O:40][CH2:41][C@@H:42]([O:1][C:2]1[CH:3]=[C:4]([CH:9]=[C:10]([O:12][CH2:13][C:14]2[CH:19]=[CH:18][CH:17]=[CH:16][CH:15]=2)[CH:11]=1)[C:5]([O:7][CH3:8])=[O:6])[CH3:43].